Dataset: Retrosynthesis with 50K atom-mapped reactions and 10 reaction types from USPTO. Task: Predict the reactants needed to synthesize the given product. (1) The reactants are: COc1ccc2ncc(=O)n(CCC=O)c2c1.N[C@@H]1CC(=O)N(c2ccc3c(c2)NC(=O)CO3)C1. Given the product COc1ccc2ncc(=O)n(CCCN[C@@H]3CC(=O)N(c4ccc5c(c4)NC(=O)CO5)C3)c2c1, predict the reactants needed to synthesize it. (2) Given the product CCOC(=O)C[C@H]1O[C@H](c2cccc(OC)c2OC)c2cccc(Cl)c2N(Cc2ccc(OC)cc2OC)C1=O, predict the reactants needed to synthesize it. The reactants are: CCOC(=O)/C=C/C(=O)N(Cc1ccc(OC)cc1OC)c1c(Cl)cccc1C(O)c1cccc(OC)c1OC. (3) Given the product CC1OC(Cn2cncn2)(c2ccc(F)cc2F)C1(C)C, predict the reactants needed to synthesize it. The reactants are: CC(OS(C)(=O)=O)C(C)(C)C(O)(Cn1cncn1)c1ccc(F)cc1F. (4) Given the product CC(C)(C)N1CCC(Nc2cc(-c3ccccc3Cl)c3c(c2)N(c2c(Cl)cccc2Cl)C(=O)NC3)CC1, predict the reactants needed to synthesize it. The reactants are: COc1ccc(CN2Cc3c(-c4ccccc4Cl)cc(NC4CCN(C(C)(C)C)CC4)cc3N(c3c(Cl)cccc3Cl)C2=O)cc1. (5) Given the product O=C(Cl)N1c2ccccc2-c2noc3c2C1CCC3, predict the reactants needed to synthesize it. The reactants are: O=C(Cl)Cl.c1ccc2c(c1)NC1CCCc3onc-2c31. (6) Given the product Cc1c(C(=O)Nc2ccc(Oc3ccnc(N)c3)c(Cl)c2)c(=O)n(-c2ccccc2)n1C, predict the reactants needed to synthesize it. The reactants are: Cc1c(C(=O)Nc2ccc(Oc3ccnc(C(N)=O)c3)c(Cl)c2)c(=O)n(-c2ccccc2)n1C. (7) Given the product CCOC(=O)C(C#N)=C(C)c1ccccc1, predict the reactants needed to synthesize it. The reactants are: CC(=O)c1ccccc1.CCOC(=O)CC#N.